This data is from TCR-epitope binding with 47,182 pairs between 192 epitopes and 23,139 TCRs. The task is: Binary Classification. Given a T-cell receptor sequence (or CDR3 region) and an epitope sequence, predict whether binding occurs between them. (1) The epitope is AMFWSVPTV. The TCR CDR3 sequence is CASSPLAAPGSFETQYF. Result: 1 (the TCR binds to the epitope). (2) The epitope is LPPIVAKEI. The TCR CDR3 sequence is CASSYGPDILETQYF. Result: 0 (the TCR does not bind to the epitope). (3) The epitope is LLFGYPVYV. The TCR CDR3 sequence is CASSSTGGGEKDQPQHF. Result: 0 (the TCR does not bind to the epitope). (4) The epitope is VTIAEILLI. The TCR CDR3 sequence is CASSQGGVLAGGDEQYF. Result: 0 (the TCR does not bind to the epitope). (5) The epitope is YLDAYNMMI. The TCR CDR3 sequence is CASSQAPGAWETQYF. Result: 1 (the TCR binds to the epitope). (6) The epitope is RAKFKQLL. The TCR CDR3 sequence is CASSANSGGYTF. Result: 1 (the TCR binds to the epitope). (7) The epitope is RPHERNGFTVL. The TCR CDR3 sequence is CASSPTATGELFF. Result: 0 (the TCR does not bind to the epitope).